Dataset: Catalyst prediction with 721,799 reactions and 888 catalyst types from USPTO. Task: Predict which catalyst facilitates the given reaction. (1) Reactant: [Cl:1][C:2]1[CH:21]=[CH:20][C:5]([CH2:6][N:7]2[C:12]([S:13][CH2:14][CH3:15])=[N:11][C:10](=O)[N:9]([CH2:17][CH3:18])[C:8]2=[O:19])=[CH:4][CH:3]=1.COC1C=CC(P2(SP(C3C=CC(OC)=CC=3)(=S)S2)=[S:31])=CC=1.C(OCC)(=O)C. Product: [Cl:1][C:2]1[CH:21]=[CH:20][C:5]([CH2:6][N:7]2[C:12]([S:13][CH2:14][CH3:15])=[N:11][C:10](=[S:31])[N:9]([CH2:17][CH3:18])[C:8]2=[O:19])=[CH:4][CH:3]=1. The catalyst class is: 11. (2) Reactant: Cl.[CH3:2][O:3][CH2:4][C@@H:5]1[CH2:10][CH2:9][CH2:8][NH:7][CH2:6]1.C([O-])(=O)C.[Na+].C(O)(=O)C.[Cl:20][CH2:21][C:22](Cl)=[O:23].C(=O)([O-])O.[Na+]. Product: [CH3:2][O:3][CH2:4][C@@H:5]1[CH2:10][CH2:9][CH2:8][N:7]([C:22](=[O:23])[CH2:21][Cl:20])[CH2:6]1. The catalyst class is: 7. (3) Reactant: [C:1]1([Mg]Br)[CH:6]=[CH:5][CH:4]=[CH:3][CH:2]=1.[CH3:9][C:10]1[O:14][N:13]=[C:12]([C:15]([O:17]C)=O)[CH:11]=1.Cl. Product: [CH3:9][C:10]1[O:14][N:13]=[C:12]([C:15]([C:1]2[CH:6]=[CH:5][CH:4]=[CH:3][CH:2]=2)([C:1]2[CH:6]=[CH:5][CH:4]=[CH:3][CH:2]=2)[OH:17])[CH:11]=1. The catalyst class is: 1. (4) Reactant: [Br:1][C:2]1[CH:7]=[CH:6][CH:5]=[CH:4][C:3]=1[N:8]1[C:13](=[O:14])[CH2:12][C:11](=[O:15])[N:10]([CH2:16][C:17]2[CH:22]=[CH:21][C:20]([C:23]([CH3:26])([CH3:25])[CH3:24])=[CH:19][CH:18]=2)[C:9]1=[O:27].C(N(C(C)C)CC)(C)C.[N:37]([CH2:40][C:41]([O:43]CC)=[O:42])=[C:38]=[O:39]. Product: [Br:1][C:2]1[CH:7]=[CH:6][CH:5]=[CH:4][C:3]=1[N:8]1[C:13]([OH:14])=[C:12]([C:38]([NH:37][CH2:40][C:41]([OH:43])=[O:42])=[O:39])[C:11](=[O:15])[N:10]([CH2:16][C:17]2[CH:18]=[CH:19][C:20]([C:23]([CH3:24])([CH3:26])[CH3:25])=[CH:21][CH:22]=2)[C:9]1=[O:27]. The catalyst class is: 4. (5) Reactant: [N+:1]([C:4]1[CH:13]=[C:12]2[C:7]([CH2:8][CH2:9][CH2:10][N:11]2[C:14](=[O:19])[C:15]([F:18])([F:17])[F:16])=[CH:6][CH:5]=1)([O-:3])=[O:2].II.[I:22]([O-])(=O)=O.[K+].O. Product: [I:22][C:6]1[CH:5]=[C:4]([N+:1]([O-:3])=[O:2])[CH:13]=[C:12]2[C:7]=1[CH2:8][CH2:9][CH2:10][N:11]2[C:14](=[O:19])[C:15]([F:18])([F:16])[F:17]. The catalyst class is: 65. (6) Reactant: [OH-].[Na+].Cl.[NH2:4][C:5]([NH2:7])=[NH:6].[F:8][C:9]1[CH:27]=[CH:26][C:12]([CH:13]=[C:14]2[CH2:22][C:21]3[C:16](=[C:17]([O:23][CH3:24])[CH:18]=[CH:19][CH:20]=3)[C:15]2=O)=[CH:11][CH:10]=1. Product: [F:8][C:9]1[CH:27]=[CH:26][C:12]([C:13]2[C:14]3[CH2:22][C:21]4[C:16](=[C:17]([O:23][CH3:24])[CH:18]=[CH:19][CH:20]=4)[C:15]=3[N:6]=[C:5]([NH2:7])[N:4]=2)=[CH:11][CH:10]=1. The catalyst class is: 14.